This data is from Catalyst prediction with 721,799 reactions and 888 catalyst types from USPTO. The task is: Predict which catalyst facilitates the given reaction. (1) Reactant: [F-].C([N+](CCCC)(CCCC)CCCC)CCC.[Si]([O:26][C@@H:27]([CH2:38][O:39][CH3:40])[C:28]([NH:30][C:31]1[CH:36]=[CH:35][C:34]([CH3:37])=[CH:33][N:32]=1)=[O:29])(C(C)(C)C)(C)C.CCOC(C)=O. Product: [CH3:31][CH2:36][CH2:35][CH:34]([CH3:37])[CH3:33].[OH:26][C@@H:27]([CH2:38][O:39][CH3:40])[C:28]([NH:30][C:31]1[CH:36]=[CH:35][C:34]([CH3:37])=[CH:33][N:32]=1)=[O:29]. The catalyst class is: 1. (2) Product: [Br:1][C:2]1[CH:3]=[C:4]([C@:9]2([CH3:16])[CH2:14][CH2:13][S:12][C:11]([NH:15][C:23](=[O:25])[CH3:24])=[N:10]2)[CH:5]=[CH:6][C:7]=1[F:8]. Reactant: [Br:1][C:2]1[CH:3]=[C:4]([C@:9]2([CH3:16])[CH2:14][CH2:13][S:12][C:11]([NH2:15])=[N:10]2)[CH:5]=[CH:6][C:7]=1[F:8].N1C=CC=CC=1.[C:23](OC(=O)C)(=[O:25])[CH3:24].O. The catalyst class is: 7. (3) Reactant: Cl[C:2]1[N:3]=[N:4][C:5]([Cl:9])=[CH:6][C:7]=1[NH2:8].[CH2:10]([OH:15])[C:11]([F:14])([F:13])[F:12].O.[OH-].[Li+]. Product: [Cl:9][C:5]1[N:4]=[N:3][C:2]([O:15][CH2:10][C:11]([F:14])([F:13])[F:12])=[C:7]([NH2:8])[CH:6]=1. The catalyst class is: 58.